The task is: Predict the reactants needed to synthesize the given product.. This data is from Full USPTO retrosynthesis dataset with 1.9M reactions from patents (1976-2016). (1) The reactants are: [C:1]([NH:5][C:6](=[O:35])[C:7]1[CH:12]=[CH:11][CH:10]=[C:9]([O:13][C:14]2[CH:19]=[CH:18][C:17]([NH:20][C:21]3[C:31]4[CH:30]=[C:29]([CH:32]=O)[CH2:28][CH2:27][NH:26][C:25]=4[N:24]=[CH:23][N:22]=3)=[CH:16][C:15]=2[Cl:34])[CH:8]=1)([CH3:4])([CH3:3])[CH3:2].Cl.[C:37]([O:41][NH2:42])([CH3:40])([CH3:39])[CH3:38].C([O-])(=O)C.[Na+]. Given the product [C:37]([O:41][N:42]=[CH:32][C:29]1[CH2:28][CH2:27][NH:26][C:25]2[N:24]=[CH:23][N:22]=[C:21]([NH:20][C:17]3[CH:18]=[CH:19][C:14]([O:13][C:9]4[CH:8]=[C:7]([CH:12]=[CH:11][CH:10]=4)[C:6]([NH:5][C:1]([CH3:4])([CH3:2])[CH3:3])=[O:35])=[C:15]([Cl:34])[CH:16]=3)[C:31]=2[CH:30]=1)([CH3:40])([CH3:39])[CH3:38], predict the reactants needed to synthesize it. (2) Given the product [CH2:38]([NH:37][C:32](=[O:33])[C:31]1[CH:30]=[CH:29][C:28]([S:27][CH2:26][C:16]2[C:17]3[CH2:18][CH2:19][CH2:20][C:21](=[O:25])[C:22]=3[CH:23]=[CH:24][C:15]=2[O:14][C@@H:7]([C:8]2[CH:9]=[CH:10][CH:11]=[CH:12][CH:13]=2)[CH2:6][N:1]2[CH:5]=[CH:4][N:3]=[CH:2]2)=[CH:36][CH:35]=1)[CH:39]=[CH2:40], predict the reactants needed to synthesize it. The reactants are: [N:1]1([CH2:6][C@@H:7]([O:14][C:15]2[CH:24]=[CH:23][C:22]3[C:21](=[O:25])[CH2:20][CH2:19][CH2:18][C:17]=3[C:16]=2[CH2:26][S:27][C:28]2[CH:36]=[CH:35][C:31]([C:32](O)=[O:33])=[CH:30][CH:29]=2)[C:8]2[CH:13]=[CH:12][CH:11]=[CH:10][CH:9]=2)[CH:5]=[CH:4][N:3]=[CH:2]1.[NH2:37][CH2:38][CH:39]=[CH2:40]. (3) Given the product [CH2:3]([O:20][CH:21]([C:23]1[O:24][C:25]([CH3:38])=[CH:26][C:27](=[O:37])[C:28]=1[O:29][CH2:30][C:31]1[CH:36]=[CH:35][CH:34]=[CH:33][CH:32]=1)[CH3:22])[CH3:4], predict the reactants needed to synthesize it. The reactants are: CO[CH2:3][C:4]1OC(C)=CC(=O)C=1OCC1C=CC=CC=1.[OH:20][CH:21]([C:23]1[O:24][C:25]([CH3:38])=[CH:26][C:27](=[O:37])[C:28]=1[O:29][CH2:30][C:31]1[CH:36]=[CH:35][CH:34]=[CH:33][CH:32]=1)[CH3:22].ICC. (4) Given the product [CH2:10]([O:14][C:15]1[CH:20]=[C:19]([C:2]2[CH:8]=[CH:7][C:5]([NH2:6])=[C:4]([F:9])[CH:3]=2)[CH:18]=[CH:17][CH:16]=1)[CH2:11][CH2:12][CH3:13], predict the reactants needed to synthesize it. The reactants are: Br[C:2]1[CH:8]=[CH:7][C:5]([NH2:6])=[C:4]([F:9])[CH:3]=1.[CH2:10]([O:14][C:15]1[CH:16]=[C:17](B(O)O)[CH:18]=[CH:19][CH:20]=1)[CH2:11][CH2:12][CH3:13]. (5) Given the product [CH2:23]([O:22][C:21]([N:20]([CH2:19][C:18]1[CH:32]=[C:14]([NH:13][C:11]([O:10][CH2:9][C@@H:8]([C:5]2[CH:6]=[CH:7][C:2]([B:46]([OH:47])[OH:45])=[CH:3][C:4]=2[CH3:41])[CH3:40])=[O:12])[CH:15]=[C:16]([F:39])[C:17]=1[O:33][C@@H:34]([CH3:38])[CH2:35][O:36][CH3:37])[CH3:31])=[O:30])[C:24]1[CH:29]=[CH:28][CH:27]=[CH:26][CH:25]=1, predict the reactants needed to synthesize it. The reactants are: Br[C:2]1[CH:7]=[CH:6][C:5]([C@@H:8]([CH3:40])[CH2:9][O:10][C:11]([NH:13][C:14]2[CH:15]=[C:16]([F:39])[C:17]([O:33][C@@H:34]([CH3:38])[CH2:35][O:36][CH3:37])=[C:18]([CH:32]=2)[CH2:19][N:20]([CH3:31])[C:21](=[O:30])[O:22][CH2:23][C:24]2[CH:29]=[CH:28][CH:27]=[CH:26][CH:25]=2)=[O:12])=[C:4]([CH3:41])[CH:3]=1.CC1(C)C[O:47][B:46](B2OCC(C)(C)CO2)[O:45]C1.CC([O-])=O.[K+].